Predict the reaction yield, written as a fraction of the theoretical maximum amount of product (1.0 means a 100% yield; for example, 0.34 means a 34% yield). From a dataset of Reaction yield outcomes from USPTO patents with 853,638 reactions. The reactants are [Br:1][C:2]1[N:7]=[CH:6][C:5]([CH2:8][CH2:9]O)=[CH:4][CH:3]=1.P(Br)(Br)[Br:12]. The catalyst is C(Cl)Cl. The product is [Br:1][C:2]1[CH:3]=[CH:4][C:5]([CH2:8][CH2:9][Br:12])=[CH:6][N:7]=1. The yield is 0.870.